This data is from Full USPTO retrosynthesis dataset with 1.9M reactions from patents (1976-2016). The task is: Predict the reactants needed to synthesize the given product. (1) Given the product [F:1][C:2]1[CH:7]=[CH:6][CH:5]=[CH:4][C:3]=1[C:8]1[N:13]=[C:12]2[C:14]([C:36]3[CH:37]=[C:38]([N:42]4[CH2:43][CH2:44][CH:45]([NH:48][C:49](=[O:55])[O:50][C:51]([CH3:53])([CH3:52])[CH3:54])[CH2:46][CH2:47]4)[CH:39]=[N:40][CH:41]=3)=[CH:15][N:16]([S:17]([C:20]3[CH:26]=[CH:25][C:23]([CH3:24])=[CH:22][CH:21]=3)(=[O:19])=[O:18])[C:11]2=[CH:10][CH:9]=1, predict the reactants needed to synthesize it. The reactants are: [F:1][C:2]1[CH:7]=[CH:6][CH:5]=[CH:4][C:3]=1[C:8]1[N:13]=[C:12]2[C:14](I)=[CH:15][N:16]([S:17]([C:20]3[CH:26]=[CH:25][C:23]([CH3:24])=[CH:22][CH:21]=3)(=[O:19])=[O:18])[C:11]2=[CH:10][CH:9]=1.CC1(C)C(C)(C)OB([C:36]2[CH:37]=[C:38]([N:42]3[CH2:47][CH2:46][CH:45]([NH:48][C:49](=[O:55])[O:50][C:51]([CH3:54])([CH3:53])[CH3:52])[CH2:44][CH2:43]3)[CH:39]=[N:40][CH:41]=2)O1.C([O-])([O-])=O.[Na+].[Na+].CCO. (2) Given the product [CH2:1]([O:3][NH:4][CH2:5][C:6]1[C:7]([F:29])=[C:8]([F:28])[C:9]([NH:19][C:20]2[CH:25]=[CH:24][C:23]([I:26])=[CH:22][C:21]=2[F:27])=[C:10]([CH:18]=1)[C:11]([NH:13][O:14][CH2:15][CH2:16][OH:17])=[O:12])[CH3:2], predict the reactants needed to synthesize it. The reactants are: [CH2:1]([O:3]/[N:4]=[CH:5]/[C:6]1[C:7]([F:29])=[C:8]([F:28])[C:9]([NH:19][C:20]2[CH:25]=[CH:24][C:23]([I:26])=[CH:22][C:21]=2[F:27])=[C:10]([CH:18]=1)[C:11]([NH:13][O:14][CH2:15][CH2:16][OH:17])=[O:12])[CH3:2].ClC(Cl)C(O)=O. (3) Given the product [F:4][C:5]([F:12])([F:11])[CH2:6][CH2:7][C:8]([N:2]([CH3:1])[NH2:3])=[O:9], predict the reactants needed to synthesize it. The reactants are: [CH3:1][NH:2][NH2:3].[F:4][C:5]([F:12])([F:11])[CH2:6][CH2:7][C:8](Cl)=[O:9].C([O-])([O-])=O.[Na+].[Na+].